Dataset: Rat liver microsome stability data. Task: Regression/Classification. Given a drug SMILES string, predict its absorption, distribution, metabolism, or excretion properties. Task type varies by dataset: regression for continuous measurements (e.g., permeability, clearance, half-life) or binary classification for categorical outcomes (e.g., BBB penetration, CYP inhibition). Dataset: rlm. (1) The molecule is CC#C[C@@H](Cc1nn[nH]n1)c1ccc(OCc2ccc3sc(C#N)c(-c4ccccc4C)c3c2)cc1. The result is 0 (unstable in rat liver microsomes). (2) The molecule is Cn1cncc1CN1CC(N(CCn2cccc2)S(=O)(=O)c2ccccn2)Cc2cc(C#N)ccc21. The result is 1 (stable in rat liver microsomes). (3) The compound is CNc1ccc(Br)cc(C(=O)C=Cc2ccc(OC)cc2OC)c1=O. The result is 1 (stable in rat liver microsomes). (4) The compound is Cc1ccc2c(NCc3ccc(NC(=O)c4ccc(F)cc4)cc3)nc(N3CCCC3)nc2c1. The result is 1 (stable in rat liver microsomes). (5) The compound is COc1cccc(CNc2ccc(S(=O)(=O)Nc3cccc4ccncc34)cc2)c1O. The result is 1 (stable in rat liver microsomes). (6) The molecule is CN(C)Cc1ccc(C2Nc3cccc4c(O)nnc(c34)C2c2ccccc2)cc1. The result is 1 (stable in rat liver microsomes).